Task: Regression. Given two drug SMILES strings and cell line genomic features, predict the synergy score measuring deviation from expected non-interaction effect.. Dataset: NCI-60 drug combinations with 297,098 pairs across 59 cell lines Drug 1: C1CC(C1)(C(=O)O)C(=O)O.[NH2-].[NH2-].[Pt+2]. Drug 2: CCC1(CC2CC(C3=C(CCN(C2)C1)C4=CC=CC=C4N3)(C5=C(C=C6C(=C5)C78CCN9C7C(C=CC9)(C(C(C8N6C)(C(=O)OC)O)OC(=O)C)CC)OC)C(=O)OC)O.OS(=O)(=O)O. Cell line: ACHN. Synergy scores: CSS=7.04, Synergy_ZIP=-0.679, Synergy_Bliss=3.98, Synergy_Loewe=3.43, Synergy_HSA=3.34.